Dataset: Forward reaction prediction with 1.9M reactions from USPTO patents (1976-2016). Task: Predict the product of the given reaction. (1) Given the reactants Br[C:2]1[CH:18]=[CH:17][C:5]2[N:6]=[C:7]([C:9]3[CH:10]=[N:11][C:12]([O:15][CH3:16])=[CH:13][CH:14]=3)[S:8][C:4]=2[CH:3]=1.BrC1SC2C=C(OC)C=CC=2[N:24]=1.FC1C=CC(B(O)O)=CN=1, predict the reaction product. The product is: [CH3:16][O:15][C:12]1[N:11]=[CH:10][C:9]([C:7]2[S:8][C:4]3[CH:3]=[C:2]([NH2:24])[CH:18]=[CH:17][C:5]=3[N:6]=2)=[CH:14][CH:13]=1. (2) Given the reactants [CH3:1][N:2]1[CH2:7][CH2:6][N:5]([CH2:8][CH2:9][C:10]2[CH:15]=[CH:14][C:13]([N+:16]([O-])=O)=[C:12]([O:19][CH3:20])[CH:11]=2)[CH2:4][CH2:3]1, predict the reaction product. The product is: [CH3:20][O:19][C:12]1[CH:11]=[C:10]([CH2:9][CH2:8][N:5]2[CH2:6][CH2:7][N:2]([CH3:1])[CH2:3][CH2:4]2)[CH:15]=[CH:14][C:13]=1[NH2:16].